The task is: Predict the reaction yield, written as a fraction of the theoretical maximum amount of product (1.0 means a 100% yield; for example, 0.34 means a 34% yield).. This data is from Reaction yield outcomes from USPTO patents with 853,638 reactions. (1) The reactants are [NH2:1][C@@H:2]([C:24]1[CH:29]=[CH:28][C:27]([F:30])=[CH:26][CH:25]=1)[C:3]([NH:5][C@@H:6]1[C:12](=[O:13])[NH:11][C:10]2[CH:14]=[CH:15][CH:16]=[CH:17][C:9]=2[O:8][C@@H:7]1[C:18]1[CH:23]=[CH:22][CH:21]=[CH:20][CH:19]=1)=[O:4].[F:31][C:32]1[CH:33]=[C:34]([CH2:39][C:40](O)=[O:41])[CH:35]=[C:36]([F:38])[CH:37]=1.C1C=CC2N(O)N=NC=2C=1.CN1CCOCC1.CCN=C=NCCCN(C)C.Cl. The catalyst is ClCCl. The product is [F:31][C:32]1[CH:33]=[C:34]([CH2:39][C:40]([NH:1][C@@H:2]([C:24]2[CH:25]=[CH:26][C:27]([F:30])=[CH:28][CH:29]=2)[C:3]([NH:5][C@@H:6]2[C:12](=[O:13])[NH:11][C:10]3[CH:14]=[CH:15][CH:16]=[CH:17][C:9]=3[O:8][C@@H:7]2[C:18]2[CH:23]=[CH:22][CH:21]=[CH:20][CH:19]=2)=[O:4])=[O:41])[CH:35]=[C:36]([F:38])[CH:37]=1. The yield is 0.760. (2) The reactants are [O:1]1[C:5]2[CH:6]=[CH:7][C:8]([C:10]([OH:12])=O)=[CH:9][C:4]=2[O:3][CH2:2]1.[NH2:13][C@H:14]([CH:19]([CH3:21])[CH3:20])[C:15]([O:17][CH3:18])=[O:16]. No catalyst specified. The product is [O:3]1[C:4]2[CH:9]=[C:8]([C:10]([NH:13][C@H:14]([CH:19]([CH3:21])[CH3:20])[C:15]([O:17][CH3:18])=[O:16])=[O:12])[CH:7]=[CH:6][C:5]=2[O:1][CH2:2]1. The yield is 0.500.